Dataset: Full USPTO retrosynthesis dataset with 1.9M reactions from patents (1976-2016). Task: Predict the reactants needed to synthesize the given product. (1) Given the product [N:1]([CH2:6][C:7]1[CH:16]=[C:15]2[C:10]([C:11]([Cl:19])=[CH:12][C:13]([C:17]#[N:18])=[N:14]2)=[CH:9][CH:8]=1)=[N+:2]=[N-:3], predict the reactants needed to synthesize it. The reactants are: [N-:1]=[N+:2]=[N-:3].[Na+].Br[CH2:6][C:7]1[CH:16]=[C:15]2[C:10]([C:11]([Cl:19])=[CH:12][C:13]([C:17]#[N:18])=[N:14]2)=[CH:9][CH:8]=1.O. (2) Given the product [Br:1][C:2]1[CH:7]=[C:6]([S:13][CH3:12])[CH:5]=[C:4]([Br:11])[N:3]=1, predict the reactants needed to synthesize it. The reactants are: [Br:1][C:2]1[CH:7]=[C:6]([N+]([O-])=O)[CH:5]=[C:4]([Br:11])[N:3]=1.[CH3:12][S-:13].[Na+]. (3) Given the product [Cl:1][C:2]1[CH:3]=[C:4]([C:12]2[O:16][N:15]=[C:14]([C:17]3[CH:18]=[CH:19][C:20]([CH2:27][CH2:28][CH2:29][C:30]([OH:32])=[O:31])=[C:21]4[C:25]=3[N:24]([CH3:26])[CH:23]=[CH:22]4)[N:13]=2)[CH:5]=[N:6][C:7]=1[O:8][CH:9]([CH3:11])[CH3:10], predict the reactants needed to synthesize it. The reactants are: [Cl:1][C:2]1[CH:3]=[C:4]([C:12]2[O:16][N:15]=[C:14]([C:17]3[CH:18]=[CH:19][C:20]([CH2:27][CH2:28][CH2:29][C:30]([O:32]CC)=[O:31])=[C:21]4[C:25]=3[N:24]([CH3:26])[CH:23]=[CH:22]4)[N:13]=2)[CH:5]=[N:6][C:7]=1[O:8][CH:9]([CH3:11])[CH3:10].[OH-].[Na+]. (4) Given the product [Br:1][C:2]1[CH:7]=[CH:6][C:5]([CH2:8][CH2:9][I:30])=[CH:4][CH:3]=1, predict the reactants needed to synthesize it. The reactants are: [Br:1][C:2]1[CH:7]=[CH:6][C:5]([CH2:8][CH2:9]O)=[CH:4][CH:3]=1.C1C=CC(P(C2C=CC=CC=2)C2C=CC=CC=2)=CC=1.[I:30]I.